Dataset: Full USPTO retrosynthesis dataset with 1.9M reactions from patents (1976-2016). Task: Predict the reactants needed to synthesize the given product. (1) Given the product [OH:9][C:3]1[CH:4]=[CH:5][C:6]([CH3:8])=[CH:7][C:2]=1[NH:1][C:20]([C:18]1[N:17]=[C:15]2[N:14]([CH:19]=1)[N:13]=[C:12]([S:11][CH3:10])[S:16]2)=[O:21], predict the reactants needed to synthesize it. The reactants are: [NH2:1][C:2]1[CH:7]=[C:6]([CH3:8])[CH:5]=[CH:4][C:3]=1[OH:9].[CH3:10][S:11][C:12]1[S:16][C:15]2=[N:17][C:18]([C:20](Cl)=[O:21])=[CH:19][N:14]2[N:13]=1.CCN(C(C)C)C(C)C. (2) Given the product [CH3:37][O:38][C:39](=[O:43])[CH2:40][CH2:41][NH:42][C:33]([C:31]1[S:32][C:28]([C:4]([CH2:5][CH:6]=[CH2:7])([CH2:8][O:9][C:10]2[CH:11]=[C:12]([CH3:27])[C:13]([C:17]3[CH:18]=[CH:19][C:20]([C:23]([F:24])([F:26])[F:25])=[CH:21][CH:22]=3)=[C:14]([CH3:16])[CH:15]=2)[CH2:1][CH:2]=[CH2:3])=[CH:29][CH:30]=1)=[O:34], predict the reactants needed to synthesize it. The reactants are: [CH2:1]([C:4]([C:28]1[S:32][C:31]([C:33](O)=[O:34])=[CH:30][CH:29]=1)([CH2:8][O:9][C:10]1[CH:15]=[C:14]([CH3:16])[C:13]([C:17]2[CH:22]=[CH:21][C:20]([C:23]([F:26])([F:25])[F:24])=[CH:19][CH:18]=2)=[C:12]([CH3:27])[CH:11]=1)[CH2:5][CH:6]=[CH2:7])[CH:2]=[CH2:3].Cl.[CH3:37][O:38][C:39](=[O:43])[CH2:40][CH2:41][NH2:42].O.ON1C2C=CC=CC=2N=N1.C(N(CC)C(C)C)(C)C.Cl.CN(C)CCCN=C=NCC. (3) Given the product [CH2:1]([O:8][C:9]1[CH:14]=[CH:13][C:12]([C:16]#[CH:17])=[CH:11][CH:10]=1)[C:2]1[CH:7]=[CH:6][CH:5]=[CH:4][CH:3]=1, predict the reactants needed to synthesize it. The reactants are: [CH2:1]([O:8][C:9]1[CH:14]=[CH:13][C:12](I)=[CH:11][CH:10]=1)[C:2]1[CH:7]=[CH:6][CH:5]=[CH:4][CH:3]=1.[C:16]([Si](C)(C)C)#[CH:17].[OH-].[K+].